This data is from Catalyst prediction with 721,799 reactions and 888 catalyst types from USPTO. The task is: Predict which catalyst facilitates the given reaction. Reactant: FC(F)(F)C1C=C(CCC=O)C=CC=1.[ClH:15].C1([C@H](N)C)C2C(=CC=CC=2)C=CC=1.[BH-](OC(C)=O)(OC(C)=O)OC(C)=O.[Na+].[CH3:43][C@@H:44]([NH:55][CH2:56][CH2:57][CH2:58][C:59]1[CH:60]=[CH:61][CH:62]=[C:63]([C:65]([F:68])([F:67])[F:66])[CH:64]=1)[C:45]1[CH:46]=[CH:47][CH:48]=[C:49]2[CH:54]=[CH:53][CH:52]=[CH:51][C:50]=12. Product: [CH3:43][C@@H:44]([NH:55][CH2:56][CH2:57][CH2:58][C:59]1[CH:60]=[CH:61][CH:62]=[C:63]([C:65]([F:66])([F:67])[F:68])[CH:64]=1)[C:45]1[CH:46]=[CH:47][CH:48]=[C:49]2[CH:54]=[CH:53][CH:52]=[CH:51][C:50]=12.[ClH:15]. The catalyst class is: 5.